This data is from Reaction yield outcomes from USPTO patents with 853,638 reactions. The task is: Predict the reaction yield, written as a fraction of the theoretical maximum amount of product (1.0 means a 100% yield; for example, 0.34 means a 34% yield). (1) The reactants are [F:1][C:2]1([F:26])[CH2:5][CH:4]([C:6]2[O:10][N:9]=[C:8]([C:11]3[CH:12]=[CH:13][C:14]([CH3:25])=[C:15]([NH:17]C(=O)OC(C)(C)C)[CH:16]=3)[N:7]=2)[CH2:3]1.C([O-])([O-])=O.[Na+].[Na+]. The catalyst is C(O)(C(F)(F)F)=O. The product is [F:26][C:2]1([F:1])[CH2:3][CH:4]([C:6]2[O:10][N:9]=[C:8]([C:11]3[CH:12]=[CH:13][C:14]([CH3:25])=[C:15]([CH:16]=3)[NH2:17])[N:7]=2)[CH2:5]1. The yield is 1.00. (2) The reactants are [F:1][C:2]1[CH:3]=[CH:4][C:5]2[O:11][CH2:10][CH2:9][N:8]3[CH:12]=[C:13]([C:15]([NH2:17])=O)[N:14]=[C:7]3[C:6]=2[CH:18]=1.CO[C:21](OC)([N:23](C)C)[CH3:22].C1(C)C=CC=CC=1.Cl.[CH:36]([NH:39]N)([CH3:38])[CH3:37]. No catalyst specified. The product is [F:1][C:2]1[CH:3]=[CH:4][C:5]2[O:11][CH2:10][CH2:9][N:8]3[CH:12]=[C:13]([C:15]4[N:39]([CH:36]([CH3:38])[CH3:37])[N:23]=[C:21]([CH3:22])[N:17]=4)[N:14]=[C:7]3[C:6]=2[CH:18]=1. The yield is 0.260. (3) The reactants are [CH3:1][C:2]1[CH:7]=[CH:6][C:5]([Br:8])=[CH:4][C:3]=1I.C([Mg]Cl)(C)C.C[O:16][B:17](OC)[O:18]C.Cl. The catalyst is O1CCCC1. The product is [CH3:1][C:2]1[CH:7]=[CH:6][C:5]([Br:8])=[CH:4][C:3]=1[B:17]([OH:18])[OH:16]. The yield is 0.840.